Dataset: Full USPTO retrosynthesis dataset with 1.9M reactions from patents (1976-2016). Task: Predict the reactants needed to synthesize the given product. (1) Given the product [CH3:43][O:10][C:8](=[O:9])[C@@H:7]([NH2:35])[CH2:11][S:12][CH2:13][C:14]1[CH:19]=[CH:18][C:17]([C:20]2[CH:25]=[CH:24][C:23]([N:26]3[C:34]4[C:29](=[CH:30][CH:31]=[CH:32][CH:33]=4)[CH:28]=[CH:27]3)=[CH:22][CH:21]=2)=[CH:16][CH:15]=1, predict the reactants needed to synthesize it. The reactants are: [Si](I)(C)(C)C.C[C@:7]([NH:35]C(OC(C)(C)C)=O)([CH2:11][S:12][CH2:13][C:14]1[CH:19]=[CH:18][C:17]([C:20]2[CH:25]=[CH:24][C:23]([N:26]3[C:34]4[C:29](=[CH:30][CH:31]=[CH:32][CH:33]=4)[CH:28]=[CH:27]3)=[CH:22][CH:21]=2)=[CH:16][CH:15]=1)[C:8]([O-:10])=[O:9].[C:43](=O)(O)[O-].[Na+]. (2) Given the product [CH:1]1([C:13]([C:10]2[CH:11]=[CH:12][C:7]([CH3:6])=[CH:8][CH:9]=2)([OH:15])[CH3:14])[CH2:3][CH2:2]1, predict the reactants needed to synthesize it. The reactants are: [CH:1]1([Mg]Br)[CH2:3][CH2:2]1.[CH3:6][C:7]1[CH:12]=[CH:11][C:10]([C:13](=[O:15])[CH3:14])=[CH:9][CH:8]=1. (3) Given the product [ClH:17].[CH3:18][N:19]([CH2:21][C:15]1[S:14][C:6]2[NH:7][C:8](=[O:13])[C:9]3[CH:10]=[CH:11][CH:12]=[C:3]([O:2][CH3:1])[C:4]=3[C:5]=2[CH:16]=1)[CH3:20], predict the reactants needed to synthesize it. The reactants are: [CH3:1][O:2][C:3]1[C:4]2[C:5]3[CH:16]=[CH:15][S:14][C:6]=3[NH:7][C:8](=[O:13])[C:9]=2[CH:10]=[CH:11][CH:12]=1.[Cl-:17].[CH3:18][N+:19](=[CH2:21])[CH3:20]. (4) Given the product [Br:1][C:2]1[S:10][C:9]2[C:8]([N:15]3[CH2:14][CH2:13][N:12]([C:18]([O:20][C:21]([CH3:24])([CH3:23])[CH3:22])=[O:19])[CH2:17][CH2:16]3)=[N:7][CH:6]=[N:5][C:4]=2[CH:3]=1, predict the reactants needed to synthesize it. The reactants are: [Br:1][C:2]1[S:10][C:9]2[C:8](Cl)=[N:7][CH:6]=[N:5][C:4]=2[CH:3]=1.[N:12]1([C:18]([O:20][C:21]([CH3:24])([CH3:23])[CH3:22])=[O:19])[CH2:17][CH2:16][NH:15][CH2:14][CH2:13]1.C(N(CC)C(C)C)(C)C. (5) Given the product [ClH:34].[CH:1]([O:4][C:5]([N:7]1[CH2:8][CH2:9][CH:10]([C@@H:13]2[CH2:22][C:21]3[C:16](=[CH:17][CH:18]=[C:19]([CH3:27])[C:20]=3[OH:23])[C@H:15]([CH2:28][NH2:29])[O:14]2)[CH2:11][CH2:12]1)=[O:6])([CH3:3])[CH3:2].[ClH:32], predict the reactants needed to synthesize it. The reactants are: [CH:1]([O:4][C:5]([N:7]1[CH2:12][CH2:11][CH:10]([C@@H:13]2[CH2:22][C:21]3[C:16](=[CH:17][CH:18]=[C:19]([CH3:27])[C:20]=3[O:23]C(C)C)[C@H:15]([CH2:28][NH:29]C=O)[O:14]2)[CH2:9][CH2:8]1)=[O:6])([CH3:3])[CH3:2].[ClH:32].B(Cl)(Cl)[Cl:34]. (6) The reactants are: Br[CH2:2][C:3]1[C:12]2[C:7](=[CH:8][CH:9]=[CH:10][CH:11]=2)[N:6]=[C:5](Cl)[CH:4]=1.[CH2:14]([N:16]([CH2:19]C)CC)[CH3:15].[C:21](=[O:24])(O)[O-].[Na+].C(#[N:28])C. Given the product [O:24]1[CH2:21][CH2:19][N:16]([CH2:2][C:3]2[C:12]3[C:7](=[CH:8][CH:9]=[CH:10][CH:11]=3)[N:6]=[C:5]([NH2:28])[CH:4]=2)[CH2:14][CH2:15]1, predict the reactants needed to synthesize it. (7) Given the product [C:34]([C:31]1[CH:32]=[CH:33][C:28]2[O:27][CH2:26][C:25](=[O:36])[N:24]([CH2:23][CH2:22][C@H:12]3[CH2:11][CH2:10][C@@H:9]([OH:8])[CH2:14][N:13]3[C:15]([O:17][C:18]([CH3:20])([CH3:19])[CH3:21])=[O:16])[C:29]=2[CH:30]=1)#[N:35], predict the reactants needed to synthesize it. The reactants are: [Si]([O:8][C@H:9]1[CH2:14][N:13]([C:15]([O:17][C:18]([CH3:21])([CH3:20])[CH3:19])=[O:16])[C@@H:12]([CH2:22][CH2:23][N:24]2[C:29]3[CH:30]=[C:31]([C:34]#[N:35])[CH:32]=[CH:33][C:28]=3[O:27][CH2:26][C:25]2=[O:36])[CH2:11][CH2:10]1)(C(C)(C)C)(C)C.[F-].C([N+](CCCC)(CCCC)CCCC)CCC.